Task: Predict the reaction yield, written as a fraction of the theoretical maximum amount of product (1.0 means a 100% yield; for example, 0.34 means a 34% yield).. Dataset: Reaction yield outcomes from USPTO patents with 853,638 reactions (1) The reactants are [CH3:1][S:2]([NH:5][C:6]1[CH:14]=[CH:13][CH:12]=[C:11]2[C:7]=1[C:8](=[O:24])[N:9]([CH2:16][C:17]([O:19][C:20]([CH3:23])([CH3:22])[CH3:21])=[O:18])[C:10]2=[O:15])(=[O:4])=[O:3].Cl.Cl[CH2:27][CH2:28][N:29]1[CH2:34][CH2:33][O:32][CH2:31][CH2:30]1.C([O-])([O-])=O.[K+].[K+]. The catalyst is C(#N)C. The product is [O:32]1[CH2:33][CH2:34][N:29]([CH2:28][CH2:27][N:5]([C:6]2[CH:14]=[CH:13][CH:12]=[C:11]3[C:7]=2[C:8](=[O:24])[N:9]([CH2:16][C:17]([O:19][C:20]([CH3:21])([CH3:23])[CH3:22])=[O:18])[C:10]3=[O:15])[S:2]([CH3:1])(=[O:3])=[O:4])[CH2:30][CH2:31]1. The yield is 0.990. (2) The product is [F:1][C:2]1[CH:22]=[CH:21][CH:20]=[CH:19][C:3]=1[CH2:4][N:5]1[C:9]([C:10]([N:12]=[C:24]=[O:25])=[O:11])=[CH:8][C:7]([C:13]2[N:18]=[CH:17][CH:16]=[CH:15][N:14]=2)=[N:6]1. The catalyst is ClCCCl. The reactants are [F:1][C:2]1[CH:22]=[CH:21][CH:20]=[CH:19][C:3]=1[CH2:4][N:5]1[C:9]([C:10]([NH2:12])=[O:11])=[CH:8][C:7]([C:13]2[N:18]=[CH:17][CH:16]=[CH:15][N:14]=2)=[N:6]1.C(Cl)(=O)[C:24](Cl)=[O:25]. The yield is 0.520.